Predict the reaction yield, written as a fraction of the theoretical maximum amount of product (1.0 means a 100% yield; for example, 0.34 means a 34% yield). From a dataset of Reaction yield outcomes from USPTO patents with 853,638 reactions. (1) The product is [NH2:9][C:4]1[C:3]([N+:10]([O-:12])=[O:11])=[C:2]([NH:20][C@@H:21]2[C@@H:26]3[CH2:27][C@@H:23]([CH:24]=[CH:25]3)[C@@H:22]2[C:28]([NH2:30])=[O:29])[C:7]([Cl:8])=[CH:6][N:5]=1. The yield is 0.950. The catalyst is C(O)(C)C. The reactants are Cl[C:2]1[C:7]([Cl:8])=[CH:6][N:5]=[C:4]([NH2:9])[C:3]=1[N+:10]([O-:12])=[O:11].FC(F)(F)C(O)=O.[NH2:20][C@@H:21]1[C@@H:26]2[CH2:27][C@@H:23]([CH:24]=[CH:25]2)[C@@H:22]1[C:28]([NH2:30])=[O:29].C(N(CC)C(C)C)(C)C. (2) The reactants are [CH2:1]([O:3][C:4]1[CH:5]=[C:6]([CH:9]=[CH:10][CH:11]=1)[CH:7]=O)[CH3:2].[CH2:12]([O:14][CH:15]([O:18][CH2:19][CH3:20])[CH2:16][NH2:17])[CH3:13].O. The catalyst is C1(C)C=CC=CC=1. The product is [CH2:1]([O:3][C:4]1[CH:5]=[C:6]([CH:9]=[CH:10][CH:11]=1)/[CH:7]=[N:17]/[CH2:16][CH:15]([O:18][CH2:19][CH3:20])[O:14][CH2:12][CH3:13])[CH3:2]. The yield is 1.00. (3) The reactants are [C:1]([C:4]1[C:22](=[O:23])[C@@:8]2([CH3:24])[C:9]3[C:15]([OH:16])=[CH:14][C:13]([O:17][CH3:18])=[C:12]([C:19]([NH2:21])=[O:20])[C:10]=3[O:11][C:7]2=[CH:6][C:5]=1[OH:25])(=[O:3])[CH3:2].[F:26][C:27]1[CH:36]=[C:35]([F:37])[CH:34]=[C:33]2[C:28]=1[CH:29]=[CH:30][C:31]([CH3:40])=[C:32]2[CH:38]=O.C([SiH](CC)CC)C.FC(F)(F)C(O)=O. The catalyst is C(#N)C. The product is [C:1]([C:4]1[C:22](=[O:23])[C@@:8]2([CH3:24])[C:9]3[C:15]([OH:16])=[CH:14][C:13]([O:17][CH3:18])=[C:12]([C:19]([NH:21][CH2:38][C:32]4[C:33]5[C:28](=[C:27]([F:26])[CH:36]=[C:35]([F:37])[CH:34]=5)[CH:29]=[CH:30][C:31]=4[CH3:40])=[O:20])[C:10]=3[O:11][C:7]2=[CH:6][C:5]=1[OH:25])(=[O:3])[CH3:2]. The yield is 0.640. (4) The yield is 0.893. The reactants are Br[C:2]1[CH:3]=[C:4]([CH:9]=[CH:10][C:11]=1[O:12][CH:13]1[CH2:15][CH2:14]1)[C:5]([O:7][CH3:8])=[O:6].[CH3:16][O:17][C:18]1[CH:23]=[CH:22][C:21]([CH2:24][SH:25])=[CH:20][CH:19]=1.CC1(C)C2C(=C(P(C3C=CC=CC=3)C3C=CC=CC=3)C=CC=2)OC2C(P(C3C=CC=CC=3)C3C=CC=CC=3)=CC=CC1=2.CCN(C(C)C)C(C)C.N#N. The product is [CH:13]1([O:12][C:11]2[CH:10]=[CH:9][C:4]([C:5]([O:7][CH3:8])=[O:6])=[CH:3][C:2]=2[S:25][CH2:24][C:21]2[CH:22]=[CH:23][C:18]([O:17][CH3:16])=[CH:19][CH:20]=2)[CH2:15][CH2:14]1. The catalyst is C1(C)C=CC=CC=1.C1C=CC(/C=C/C(/C=C/C2C=CC=CC=2)=O)=CC=1.C1C=CC(/C=C/C(/C=C/C2C=CC=CC=2)=O)=CC=1.C1C=CC(/C=C/C(/C=C/C2C=CC=CC=2)=O)=CC=1.[Pd].[Pd]. (5) The reactants are [CH2:1]([C@H:8]1[CH2:13][NH:12][CH2:11][CH2:10][NH:9]1)[C:2]1[CH:7]=[CH:6][CH:5]=[CH:4][CH:3]=1.C(N(CC)CC)C.Cl[C:22]1[N:27]([CH3:28])[C:26](=[O:29])[CH:25]=[C:24]([C:30]2[CH:35]=[CH:34][N:33]=[CH:32][CH:31]=2)[N:23]=1. The catalyst is O1CCCC1. The product is [CH2:1]([C@@H:8]1[NH:9][CH2:10][CH2:11][N:12]([C:22]2[N:27]([CH3:28])[C:26](=[O:29])[CH:25]=[C:24]([C:30]3[CH:31]=[CH:32][N:33]=[CH:34][CH:35]=3)[N:23]=2)[CH2:13]1)[C:2]1[CH:7]=[CH:6][CH:5]=[CH:4][CH:3]=1. The yield is 0.810. (6) The reactants are [F:1][C:2]1[CH:24]=[C:23]([F:25])[CH:22]=[C:21]([F:26])[C:3]=1[C:4]([NH:6][C:7]1[CH:12]=[CH:11][CH:10]=[C:9]([C:13]([CH:15]2[CH2:20][CH2:19][NH:18][CH2:17][CH2:16]2)=[O:14])[N:8]=1)=[O:5].[CH:27]1([CH:30]=O)[CH2:29][CH2:28]1.C(O)(=O)C.[Na].C(O[BH-](OC(=O)C)OC(=O)C)(=O)C.[Cl:50]CCl. The catalyst is CO. The product is [ClH:50].[ClH:50].[F:26][C:21]1[CH:22]=[C:23]([F:25])[CH:24]=[C:2]([F:1])[C:3]=1[C:4]([NH:6][C:7]1[CH:12]=[CH:11][CH:10]=[C:9]([C:13]([CH:15]2[CH2:16][CH2:17][N:18]([CH2:30][CH:27]3[CH2:29][CH2:28]3)[CH2:19][CH2:20]2)=[O:14])[N:8]=1)=[O:5]. The yield is 0.770. (7) The reactants are [B-](F)(F)(F)F.N#[O+].[NH2:8][C:9]1[C:14]([F:15])=[C:13]([C:16]2[CH:21]=[CH:20][C:19](N)=[CH:18][CH:17]=2)[N:12]=[C:11]([C:23]([O:25][CH3:26])=[O:24])[C:10]=1[CH:27]=[CH2:28].[I-:29].[Na+].S([O-])([O-])=O.[Na+].[Na+]. The catalyst is C(Cl)Cl.O.CC#N. The product is [NH2:8][C:9]1[C:14]([F:15])=[C:13]([C:16]2[CH:21]=[CH:20][C:19]([I:29])=[CH:18][CH:17]=2)[N:12]=[C:11]([C:23]([O:25][CH3:26])=[O:24])[C:10]=1[CH:27]=[CH2:28]. The yield is 0.231.